Predict the product of the given reaction. From a dataset of Forward reaction prediction with 1.9M reactions from USPTO patents (1976-2016). (1) Given the reactants [Cl:1][C:2]1[CH:6]=[N:5][N:4]([CH3:7])[C:3]=1[C:8]1[CH:9]=[C:10]([NH2:23])[CH:11]=[CH:12][C:13]=1[O:14][CH2:15][CH2:16][N:17]1[CH2:22][CH2:21][O:20][CH2:19][CH2:18]1.[F:24][C:25]1[CH:26]=[C:27]([CH:31]=[CH:32][C:33]=1[CH3:34])[C:28](Cl)=[O:29].C(N(CC)CC)C, predict the reaction product. The product is: [Cl:1][C:2]1[CH:6]=[N:5][N:4]([CH3:7])[C:3]=1[C:8]1[CH:9]=[C:10]([NH:23][C:28](=[O:29])[C:27]2[CH:31]=[CH:32][C:33]([CH3:34])=[C:25]([F:24])[CH:26]=2)[CH:11]=[CH:12][C:13]=1[O:14][CH2:15][CH2:16][N:17]1[CH2:18][CH2:19][O:20][CH2:21][CH2:22]1. (2) Given the reactants [CH3:1][N:2]1[CH:6]=[C:5]([NH2:7])[CH:4]=[N:3]1.[Cl:8][C:9]1[CH:27]=[CH:26][C:12]([CH2:13][CH:14]2[CH2:19][CH:18]([C:20](OCC)=[O:21])[C:17](=O)[CH2:16][CH2:15]2)=[CH:11][CH:10]=1, predict the reaction product. The product is: [Cl:8][C:9]1[CH:10]=[CH:11][C:12]([CH2:13][CH:14]2[CH2:15][CH2:16][C:17]3[N:7]=[C:5]4[CH:4]=[N:3][N:2]([CH3:1])[C:6]4=[C:20]([OH:21])[C:18]=3[CH2:19]2)=[CH:26][CH:27]=1. (3) Given the reactants [NH2:1][C:2]1[CH:12]=[C:11]([F:13])[C:10]([O:14][CH2:15][C:16]2[CH:21]=[CH:20][CH:19]=[CH:18][CH:17]=2)=[CH:9][C:3]=1[C:4]([O:6][CH2:7][CH3:8])=[O:5].[O:22]1[CH2:27][CH2:26][C:25](=O)[CH2:24][CH2:23]1.[O-]S([O-])(=O)=O.[Na+].[Na+].C(O[BH-](OC(=O)C)OC(=O)C)(=O)C.[Na+], predict the reaction product. The product is: [CH2:15]([O:14][C:10]1[C:11]([F:13])=[CH:12][C:2]([NH:1][CH:25]2[CH2:26][CH2:27][O:22][CH2:23][CH2:24]2)=[C:3]([CH:9]=1)[C:4]([O:6][CH2:7][CH3:8])=[O:5])[C:16]1[CH:21]=[CH:20][CH:19]=[CH:18][CH:17]=1. (4) The product is: [Br:5][C:6]1[CH:11]=[CH:10][C:9]([S:12]([N:1]2[CH2:4][CH2:3][CH2:2]2)(=[O:14])=[O:13])=[CH:8][CH:7]=1. Given the reactants [NH:1]1[CH2:4][CH2:3][CH2:2]1.[Br:5][C:6]1[CH:11]=[CH:10][C:9]([S:12](Cl)(=[O:14])=[O:13])=[CH:8][CH:7]=1, predict the reaction product.